This data is from Forward reaction prediction with 1.9M reactions from USPTO patents (1976-2016). The task is: Predict the product of the given reaction. Given the reactants [C:1]([O:5][C:6]([N:8]1[CH2:13][CH2:12][NH:11][C:10](=[O:14])[CH2:9]1)=[O:7])([CH3:4])([CH3:3])[CH3:2].[H-].[Na+].[N+:17]([C:20]1[CH:27]=[CH:26][C:23]([CH2:24]Br)=[CH:22][CH:21]=1)([O-:19])=[O:18], predict the reaction product. The product is: [C:1]([O:5][C:6]([N:8]1[CH2:13][CH2:12][N:11]([CH2:24][C:23]2[CH:26]=[CH:27][C:20]([N+:17]([O-:19])=[O:18])=[CH:21][CH:22]=2)[C:10](=[O:14])[CH2:9]1)=[O:7])([CH3:4])([CH3:2])[CH3:3].